Dataset: Forward reaction prediction with 1.9M reactions from USPTO patents (1976-2016). Task: Predict the product of the given reaction. (1) Given the reactants [Cl:1][C:2]1[CH:7]=[CH:6][C:5]([NH:8][C:9](=[O:18])[NH:10][C:11]2[CH:16]=[CH:15][C:14]([OH:17])=[CH:13][CH:12]=2)=[CH:4][CH:3]=1.[CH3:19][N:20]([C:24]1[CH:29]=[CH:28][CH:27]=[CH:26][CH:25]=1)[C:21](Cl)=[O:22], predict the reaction product. The product is: [Cl:1][C:2]1[CH:3]=[CH:4][C:5]([NH:8][C:9](=[O:18])[NH:10][C:11]2[CH:16]=[CH:15][C:14]([O:17][C:21](=[O:22])[N:20]([CH3:19])[C:24]3[CH:29]=[CH:28][CH:27]=[CH:26][CH:25]=3)=[CH:13][CH:12]=2)=[CH:6][CH:7]=1. (2) Given the reactants [CH3:1][O:2][C:3]1[C:4]([C:8]#[N:9])=[N:5][NH:6][CH:7]=1.C1C(=O)N([I:17])C(=O)C1, predict the reaction product. The product is: [I:17][C:7]1[NH:6][N:5]=[C:4]([C:8]#[N:9])[C:3]=1[O:2][CH3:1]. (3) Given the reactants [CH2:1]([O:3][C:4]1[CH:9]=[CH:8][N+:7]([O-])=[C:6]([CH3:11])[C:5]=1[CH3:12])[CH3:2].[C:13]([O:16]C(=O)C)(=[O:15])[CH3:14], predict the reaction product. The product is: [C:13]([O:16][CH2:11][C:6]1[C:5]([CH3:12])=[C:4]([O:3][CH2:1][CH3:2])[CH:9]=[CH:8][N:7]=1)(=[O:15])[CH3:14].